This data is from Experimentally validated miRNA-target interactions with 360,000+ pairs, plus equal number of negative samples. The task is: Binary Classification. Given a miRNA mature sequence and a target amino acid sequence, predict their likelihood of interaction. (1) The miRNA is hsa-miR-6736-3p with sequence UCAGCUCCUCUCUACCCACAG. The protein sequence of the target gene is MLLQPAPCAPSAGFPRPLAAPGAMHGSQKDTTFTKIFVGGLPYHTTDASLRKYFEGFGDIEEAVVITDRQTGKSRGYGFVTMADRAAAERACKDPNPIIDGRKANVNLAYLGAKPRSLQTGFAIGVQQLHPTLIQRTYGLTPHYIYPPAIVQPSVVIPAAPVPSLSSPYIEYTPASPAYAQYPPATYDQYPYAASPATAASFVGYSYPAAVPQALSAAAPAGTTFVQYQAPQLQPDRMQ. Result: 0 (no interaction). (2) Result: 0 (no interaction). The miRNA is mmu-miR-669m-5p with sequence UGUGUGCAUGUGCAUGUGUGUAU. The protein sequence of the target gene is MRARSGVRSALLLALLLCWDPTPSLAGVDSAGQVLPDSYPSAPAEQLPYFLLEPQDAYIVKNKPVELHCRAFPATQIYFKCNGEWVSQNDHVTQESLDEATGLRVREVQIEVSRQQVEELFGLEDYWCQCVAWSSSGTTKSRRAYIRIAYLRKNFDQEPLAKEVPLDHEVLLQCRPPEGVPVAEVEWLKNEDVIDPAQDTNFLLTIDHNLIIRQARLSDTANYTCVAKNIVAKRRSTTATVIVYVNGGWSSWAEWSPCSNRCGRGWQKRTRTCTNPAPLNGGAFCEGQAFQKTACTTVCP.... (3) The miRNA is hsa-miR-4732-3p with sequence GCCCUGACCUGUCCUGUUCUG. The protein sequence of the target gene is MTLSGGGSASDMSGQTVLTAEDVDIDVVGEGDDGLEEKDSDAGCDSPAGPPELRLDEADEVPPAAPHHGQPQPPHQQPLTLPKEAAGAGAGPGGDVGAPEADGCKGGVGGEEGGASGGGPGAGSGSAGGLAPSKPKNSLVKPPYSYIALITMAILQSPQKKLTLSGICEFISNRFPYYREKFPAWQNSIRHNLSLNDCFVKIPREPGNPGKGNYWTLDPQSEDMFDNGSFLRRRKRFKRHQQEHLREQTALMMQSFGAYSLAAAAGAAGPYGRPYGLHPAAAAGAYSHPAAAAAAAAAAA.... Result: 0 (no interaction). (4) The protein sequence of the target gene is MQRNAMYLKNVAETACNFQLTQYQISHANQKPYECQICGKPFRKRAHLTQHNRIHTGGKPYECKECGKVFICCSTLIQHKRTHTSEKPYECLECRKTFRRSAHLIRHQRIHTGEKPYKCKQCWKAFASVSDLIDIGKFTLMRDFTNVQNVGRHLTIAQLLFSIREFTLVRSPLNVRNVAKHSIIAQHLLNTRELILMRNLMNVRNVKRLLGKVHILLNIKEFILVRNHMSVSNVGRLSLVFLILIDIREFTLVKNPMNVKNVVELLTIVQLLFNTREFTLVRRLMNISSVGRFLSPVQHL.... Result: 1 (interaction). The miRNA is hsa-miR-377-3p with sequence AUCACACAAAGGCAACUUUUGU. (5) The miRNA is hsa-miR-4741 with sequence CGGGCUGUCCGGAGGGGUCGGCU. The protein sequence of the target gene is MASTEGANNMPKQVEVRMHDSHLSSDEPKHRNLGMRMCDKLGKNLLLSLTVFGVILGAVCGGLLRLASPIHPDVVMLIAFPGDILMRMLKMLILPLIISSLITGLSGLDAKASGRLGTRAMVYYMSTTIIAAVLGVILVLAIHPGNPKLKKQLGPGKKNDEVSSLDAFLDLIRNLFPENLVQACFQQIQTVTKKVLVAPPSEEANTTKAVISMLNETMNEAPEETKIVIKKGLEFKDGMNVLGLIGFFIAFGIAMGKMGEQAKLMVEFFNILNEIVMKLVIMIMWYSPLGIACLICGKII.... Result: 0 (no interaction). (6) The miRNA is hsa-miR-510-5p with sequence UACUCAGGAGAGUGGCAAUCAC. The protein sequence of the target gene is MDAFTGSGLKRKFDDVDVGSSVSNSDDEISSSDSADSCDSLNPPTTASFTPTSILKRQKQLRRKNVRFDQVTVYYFARRQGFTSVPSQGGSSLGMAQRHNSVRSYTLCEFAQEQEVNHREILREHLKEEKLHAKKMKLTKNGTVESVEADGLTLDDVSDEDIDVENVEVDDYFFLQPLPTKRRRALLRASGVHRIDAEEKQELRAIRLSREECGCDCRLYCDPEACACSQAGIKCQVDRMSFPCGCSRDGCGNMAGRIEFNPIRVRTHYLHTIMKLELESKRQVSRPAAPDEEPSPTASC.... Result: 1 (interaction). (7) The miRNA is hsa-miR-1257 with sequence AGUGAAUGAUGGGUUCUGACC. The protein sequence of the target gene is MPMYQVKPYHGGGAPLRVELPTCMYRLPNVHGRSYGPAPGAGHVQEESNLSLQALESRQDDILKRLYELKAAVDGLSKMIQTPDADLDVTNIIQADEPTTLTTNALDLNSVLGKDYGALKDIVINANPASPPLSLLVLHRLLCEHFRVLSTVHTHSSVKSVPENLLKCFGEQNKKQPRQDYQLGFTLIWKNVPKTQMKFSIQTMCPIEGEGNIARFLFSLFGQKHNAVNATLIDSWVDIAIFQLKEGSSKEKAAVFRSMNSALGKSPWLAGNELTVADVVLWSVLQQIGGCSVTVPANVQ.... Result: 0 (no interaction). (8) The miRNA is hsa-miR-5008-5p with sequence UGAGGCCCUUGGGGCACAGUGG. The protein sequence of the target gene is MASGRRAPRTGLLELRAGAGSGAGGERWQRVLLSLAEDVLTVSPADGDPGPEPGAPREQEPAQLNGAAEPGAGPPQLPEALLLQRRRVTVRKADAGGLGISIKGGRENKMPILISKIFKGLAADQTEALFVGDAILSVNGEDLSSATHDEAVQVLKKTGKEVVLEVKYMKDVSPYFKNSTGGTSVGWDSPPASPLQRQPSSPGPTPRNFSEAKHMSLKMAYVSKRCTPNDPEPRYLEICSADGQDTLFLRAKDEASARSWATAIQAQVNTLTPRVKDELQALLAATSTAGSQDIKQIGWL.... Result: 0 (no interaction).